From a dataset of Forward reaction prediction with 1.9M reactions from USPTO patents (1976-2016). Predict the product of the given reaction. (1) Given the reactants [Cl:1][C:2]1[CH:9]=[CH:8][C:5]([CH:6]=[O:7])=[CH:4][CH:3]=1.[CH3:10][C:11](O)([CH2:13][CH:14]=[CH2:15])[CH3:12].[CH3:17][S:18]([OH:21])(=[O:20])=[O:19].C([O-])([O-])=O.[Na+].[Na+], predict the reaction product. The product is: [CH3:17][S:18]([O:21][CH:14]1[CH2:15][CH:6]([C:5]2[CH:8]=[CH:9][C:2]([Cl:1])=[CH:3][CH:4]=2)[O:7][C:11]([CH3:12])([CH3:10])[CH2:13]1)(=[O:20])=[O:19]. (2) Given the reactants O=P12OP3(OP(OP(O3)(O1)=O)(=O)O2)=O.[CH3:15][C:16]([CH3:34])([CH3:33])[C:17]([NH:19][NH:20][C:21](=[O:32])[C:22]1[CH:27]=[CH:26][C:25]([N+:28]([O-:30])=[O:29])=[C:24]([CH3:31])[CH:23]=1)=O, predict the reaction product. The product is: [CH3:15][C:16]([C:17]1[O:32][C:21]([C:22]2[CH:27]=[CH:26][C:25]([N+:28]([O-:30])=[O:29])=[C:24]([CH3:31])[CH:23]=2)=[N:20][N:19]=1)([CH3:34])[CH3:33]. (3) Given the reactants [Cl:1][C:2]1[CH:10]=[C:9]2[C:5]([C:6](I)=[N:7][NH:8]2)=[C:4]([F:12])[CH:3]=1.[H-].[Na+].C([Mg]Cl)(C)C.[CH2:20]([Sn:24](Cl)([CH2:29][CH2:30][CH2:31][CH3:32])[CH2:25][CH2:26][CH2:27][CH3:28])[CH2:21][CH2:22][CH3:23].[Cl-].[NH4+], predict the reaction product. The product is: [Cl:1][C:2]1[CH:10]=[C:9]2[C:5]([C:6]([Sn:24]([CH2:25][CH2:26][CH2:27][CH3:28])([CH2:29][CH2:30][CH2:31][CH3:32])[CH2:20][CH2:21][CH2:22][CH3:23])=[N:7][NH:8]2)=[C:4]([F:12])[CH:3]=1. (4) Given the reactants [C:1]([N:8]1[CH2:14][CH2:13][CH2:12][C@H:9]1[CH2:10][OH:11])([O:3][C:4]([CH3:7])([CH3:6])[CH3:5])=[O:2].[H-].[Na+].[CH3:17]I.CO, predict the reaction product. The product is: [C:4]([O:3][C:1]([N:8]1[CH2:14][CH2:13][CH2:12][CH:9]1[CH2:10][O:11][CH3:17])=[O:2])([CH3:7])([CH3:6])[CH3:5]. (5) Given the reactants FC(F)(F)C1C=CC(CN)=CC=1.[Cl:13][C:14]1[CH:19]=[CH:18][C:17]([CH2:20][CH2:21][NH2:22])=[CH:16][CH:15]=1.[C:23]([NH:31][C:32]1[CH:33]=[C:34]([CH:38]=[CH:39][N:40]=1)[C:35](O)=[O:36])(=[O:30])[C:24]1[CH:29]=[CH:28][CH:27]=[CH:26][CH:25]=1, predict the reaction product. The product is: [C:23]([NH:31][C:32]1[CH:33]=[C:34]([CH:38]=[CH:39][N:40]=1)[C:35]([NH:22][CH2:21][CH2:20][C:17]1[CH:18]=[CH:19][C:14]([Cl:13])=[CH:15][CH:16]=1)=[O:36])(=[O:30])[C:24]1[CH:25]=[CH:26][CH:27]=[CH:28][CH:29]=1.